Dataset: NCI-60 drug combinations with 297,098 pairs across 59 cell lines. Task: Regression. Given two drug SMILES strings and cell line genomic features, predict the synergy score measuring deviation from expected non-interaction effect. (1) Drug 1: C1=CC(=CC=C1C#N)C(C2=CC=C(C=C2)C#N)N3C=NC=N3. Drug 2: C1C(C(OC1N2C=NC3=C(N=C(N=C32)Cl)N)CO)O. Cell line: OVCAR-8. Synergy scores: CSS=54.1, Synergy_ZIP=4.66, Synergy_Bliss=1.92, Synergy_Loewe=-10.0, Synergy_HSA=3.80. (2) Drug 1: C1=NC2=C(N1)C(=S)N=C(N2)N. Drug 2: CCC1(CC2CC(C3=C(CCN(C2)C1)C4=CC=CC=C4N3)(C5=C(C=C6C(=C5)C78CCN9C7C(C=CC9)(C(C(C8N6C=O)(C(=O)OC)O)OC(=O)C)CC)OC)C(=O)OC)O.OS(=O)(=O)O. Cell line: M14. Synergy scores: CSS=39.8, Synergy_ZIP=-5.53, Synergy_Bliss=1.01, Synergy_Loewe=0.578, Synergy_HSA=0.420. (3) Drug 1: CC(CN1CC(=O)NC(=O)C1)N2CC(=O)NC(=O)C2. Drug 2: C1=CC(=CC=C1CC(C(=O)O)N)N(CCCl)CCCl.Cl. Cell line: NCI-H226. Synergy scores: CSS=9.38, Synergy_ZIP=-4.20, Synergy_Bliss=3.56, Synergy_Loewe=1.16, Synergy_HSA=3.46.